From a dataset of TCR-epitope binding with 47,182 pairs between 192 epitopes and 23,139 TCRs. Binary Classification. Given a T-cell receptor sequence (or CDR3 region) and an epitope sequence, predict whether binding occurs between them. (1) The epitope is WICLLQFAY. The TCR CDR3 sequence is CASSQEYWDRAVVWDGYTF. Result: 0 (the TCR does not bind to the epitope). (2) Result: 0 (the TCR does not bind to the epitope). The TCR CDR3 sequence is CASSLVFGGVNEQYF. The epitope is RLFRKSNLK. (3) The epitope is ATDALMTGY. The TCR CDR3 sequence is CASSHLLGVLAGGTDTQYF. Result: 1 (the TCR binds to the epitope). (4) The epitope is KLWAQCVQL. The TCR CDR3 sequence is CASSLGYNEQFF. Result: 1 (the TCR binds to the epitope). (5) The epitope is KPLEFGATSAAL. Result: 1 (the TCR binds to the epitope). The TCR CDR3 sequence is CASSEGTASNQPQHF. (6) The epitope is CLGGLLTMV. Result: 0 (the TCR does not bind to the epitope). The TCR CDR3 sequence is CASSQAYEQETQYF. (7) Result: 0 (the TCR does not bind to the epitope). The TCR CDR3 sequence is CASSLLAGAPDTQYF. The epitope is LLFGYPVYV.